This data is from Reaction yield outcomes from USPTO patents with 853,638 reactions. The task is: Predict the reaction yield, written as a fraction of the theoretical maximum amount of product (1.0 means a 100% yield; for example, 0.34 means a 34% yield). The product is [CH2:3]([N:2]([CH3:1])[C:15]1[CH:14]=[CH:13][N:12]=[C:11]([Cl:10])[N:16]=1)[C:4]1[CH:9]=[CH:8][CH:7]=[CH:6][CH:5]=1. The reactants are [CH3:1][NH:2][CH2:3][C:4]1[CH:9]=[CH:8][CH:7]=[CH:6][CH:5]=1.[Cl:10][C:11]1[N:16]=[C:15](Cl)[CH:14]=[CH:13][N:12]=1. The catalyst is CN(C=O)C. The yield is 0.860.